This data is from Reaction yield outcomes from USPTO patents with 853,638 reactions. The task is: Predict the reaction yield, written as a fraction of the theoretical maximum amount of product (1.0 means a 100% yield; for example, 0.34 means a 34% yield). (1) The reactants are [NH2:1][C:2]1[N:7]([C:8]2[CH:13]=[CH:12][C:11]([I:14])=[CH:10][C:9]=2[F:15])[C:6](=[O:16])[NH:5][C:4](=[O:17])[CH:3]=1.[CH3:18][N:19]([CH3:22])[CH:20]=O.CN(C(OC)OC)C.C(O)(C)C. The catalyst is O. The product is [F:15][C:9]1[CH:10]=[C:11]([I:14])[CH:12]=[CH:13][C:8]=1[N:7]1[C:2]([N:1]=[CH:18][N:19]([CH3:22])[CH3:20])=[CH:3][C:4](=[O:17])[NH:5][C:6]1=[O:16]. The yield is 0.677. (2) The reactants are S(O[CH2:8][CH3:9])(OCC)(=O)=[O:2].[CH2:10]([N:12]([CH2:15][CH3:16])[CH2:13][CH3:14])[CH3:11].C(O)C.[OH-].[Na+]. No catalyst specified. The product is [OH-:2].[CH2:10]([N+:12]([CH2:8][CH3:9])([CH2:15][CH3:16])[CH2:13][CH3:14])[CH3:11]. The yield is 0.957. (3) The reactants are Br[C:2]1[C:3]2[C:8]([C:9]([Br:16])=[C:10]3[C:15]=1[CH:14]=[CH:13][CH:12]=[CH:11]3)=[CH:7][CH:6]=[CH:5][CH:4]=2.[CH:17]1[C:26]2[C:21](=[CH:22][CH:23]=[CH:24][CH:25]=2)[CH:20]=[CH:19][C:18]=1B(O)O.C(=O)([O-])[O-].[Na+].[Na+]. The catalyst is O1CCCC1.C1C=CC([P]([Pd]([P](C2C=CC=CC=2)(C2C=CC=CC=2)C2C=CC=CC=2)([P](C2C=CC=CC=2)(C2C=CC=CC=2)C2C=CC=CC=2)[P](C2C=CC=CC=2)(C2C=CC=CC=2)C2C=CC=CC=2)(C2C=CC=CC=2)C2C=CC=CC=2)=CC=1. The product is [Br:16][C:9]1[C:10]2[C:15]([C:2]([C:19]3[CH:18]=[CH:17][C:26]4[C:21](=[CH:22][CH:23]=[CH:24][CH:25]=4)[CH:20]=3)=[C:3]3[C:8]=1[CH:7]=[CH:6][CH:5]=[CH:4]3)=[CH:14][CH:13]=[CH:12][CH:11]=2. The yield is 0.740. (4) The reactants are [Cl:1][C:2]1[CH:7]=[CH:6][C:5]([C:8]#[C:9][C:10]2[CH:15]=[CH:14][C:13]([Cl:16])=[C:12]([N+:17]([O-:19])=[O:18])[CH:11]=2)=[CH:4][C:3]=1[N+:20]([O-:22])=[O:21].[C:23]([C:27]1[CH:32]=[CH:31][C:30](B(O)O)=[CH:29][CH:28]=1)([CH3:26])([CH3:25])[CH3:24]. The catalyst is C1(C)C=CC=CC=1.O.C(OCC)(=O)C.C/C(/O)=C/C(C)=O.[C-]#[O+].[C-]#[O+].[Rh]. The product is [C:23]([C:27]1[CH:32]=[CH:31][C:30]([C:9]([C:10]2[CH:15]=[CH:14][C:13]([Cl:16])=[C:12]([N+:17]([O-:19])=[O:18])[CH:11]=2)=[CH:8][C:5]2[CH:6]=[CH:7][C:2]([Cl:1])=[C:3]([N+:20]([O-:22])=[O:21])[CH:4]=2)=[CH:29][CH:28]=1)([CH3:26])([CH3:25])[CH3:24]. The yield is 0.430.